Predict which catalyst facilitates the given reaction. From a dataset of Catalyst prediction with 721,799 reactions and 888 catalyst types from USPTO. (1) Reactant: C[O:2][C:3]1[CH:16]=[CH:15][CH:14]=[C:13]2[C:4]=1[CH:5]([CH3:28])[N:6]([S:17]([C:20]1[CH:25]=[CH:24][C:23]([O:26]C)=[CH:22][CH:21]=1)(=[O:19])=[O:18])[C:7]1[CH:8]=[CH:9][CH:10]=[CH:11][C:12]=12.B(Cl)(Cl)Cl.ClCCl. Product: [OH:26][C:23]1[CH:24]=[CH:25][C:20]([S:17]([N:6]2[CH:5]([CH3:28])[C:4]3[C:3]([OH:2])=[CH:16][CH:15]=[CH:14][C:13]=3[C:12]3[CH:11]=[CH:10][CH:9]=[CH:8][C:7]2=3)(=[O:19])=[O:18])=[CH:21][CH:22]=1. The catalyst class is: 682. (2) Reactant: [OH:1][CH:2]([C:8]1[S:9][CH:10]=[CH:11][CH:12]=1)[C:3]([O:5]CC)=[O:4].[OH-].[K+].Cl. Product: [OH:1][CH:2]([C:8]1[S:9][CH:10]=[CH:11][CH:12]=1)[C:3]([OH:5])=[O:4]. The catalyst class is: 24.